Task: Predict hERG channel inhibition at various concentrations.. Dataset: hERG Central: cardiac toxicity at 1µM, 10µM, and general inhibition (1) The drug is COc1ccc(C(=O)N2CCN(C3CCCCC3)CC2)cc1OC.O=C(O)C(=O)O. Results: hERG_inhib (hERG inhibition (general)): blocker. (2) The molecule is CCn1c(=O)cc(OCC(=O)N2CCN(c3ccc(F)cc3)CC2)c2ccccc21. Results: hERG_inhib (hERG inhibition (general)): blocker.